Task: Binary Classification. Given a miRNA mature sequence and a target amino acid sequence, predict their likelihood of interaction.. Dataset: Experimentally validated miRNA-target interactions with 360,000+ pairs, plus equal number of negative samples (1) The miRNA is hsa-miR-6869-5p with sequence GUGAGUAGUGGCGCGCGGCGGC. The protein sequence of the target gene is MITLCLSALRGLHRAGGSRIRLRMTLGREAASPLQAMSSYTAAGRNVLRWDLSPEQIRTRTEELIAQTKQVYDTVGTINLEDVTYENCLQVLADIEVKYIVERTMLDFPQHVSSDREVRAASTEADKRLSRFDIEMSMREDVFQRIVHLQETCDLEKIKPEARRYLEKSIKMGKRNGLHLPEHVKNEIKSMKKRMSELCIDFNKNLNEDDTSLVFSKAELGALPDDFIDSLEKTDEDKYKVTLKYPHYFPVMKKCCVPETRRKMEMAFHTRCKEENTIILQQLLPLRAQVAKLLGYNTHA.... Result: 0 (no interaction). (2) The miRNA is hsa-miR-30e-3p with sequence CUUUCAGUCGGAUGUUUACAGC. The protein sequence of the target gene is MIHFILLFSRQGKLRLQKWYTTLPDKERKKITRDIIQTVLSRGHRTSSFIDWKELKLVYKRYASLYFCCAIENQDNELLTLEIVHRYVELLDKYFGNVCELDIIFNFEKAYFILDEFIIGGEIQETSKKTAVKAIEDSDMLQETMEEYMNKPTF. Result: 0 (no interaction). (3) The miRNA is mmu-miR-101b-3p with sequence GUACAGUACUGUGAUAGCU. The protein sequence of the target gene is MSTTFPGLVHDAEIRHDGSNSYRLMQLGCLESVANSTVAYSSSSPLTYSTTGTEFASPYFSTNHQYTPLHHQSFHYEFQHSHPAVTPDAYSLNSLHHSQQYYQQIHHGEPTDFINLHNARALKSSCLDEQRRELGCLDAYRRHDLSLMSHGSQYGMHPDQRLLPGPSLGLAAAGADDLQGSVEAQCGIVLNGQGGVIRRGGTCVVNPTDLFCSVPGRLSLLSSTSKYKVTIAEVKRRLSPPECLNASLLGGILRRAKSKNGGRCLREKLDRLGLNLPAGRRKAANVTLLTSLVEGEALHL.... Result: 0 (no interaction). (4) The miRNA is mmu-miR-201-5p with sequence UACUCAGUAAGGCAUUGUUCUU. The protein sequence of the target gene is MAPPAPGPASGGSGEVDELFDVKNAFYIGSYQQCINEAQRVKLSSPERDVERDVFLYRAYLAQRKFGVVLDEIKPSSAPELQAVRMFADYLAHESRRDSIVAELDREMSRSVDVTNTTFLLMAASIYLHDQNPDAALRALHQGDSLECTAMTVQILLKLDRLDLARKELKRMQDLDEDATLTQLATAWVSLATGGEKLQDAYYIFQEMADKCSPTLLLLNGQAACHMAQGRWEAAEGLLQEALDKDSGYPETLVNLIVLSQHLGKPPEVTNRYLSQLKDAHRSHPFIKEYQAKENDFDRL.... Result: 0 (no interaction).